This data is from Reaction yield outcomes from USPTO patents with 853,638 reactions. The task is: Predict the reaction yield, written as a fraction of the theoretical maximum amount of product (1.0 means a 100% yield; for example, 0.34 means a 34% yield). The reactants are [CH2:1]([O:3][C:4]([C:6]1[C:15](=[O:16])[C:14]2[C:9](=[C:10](Br)[CH:11]=[CH:12][C:13]=2[O:17][CH3:18])[NH:8][CH:7]=1)=[O:5])[CH3:2].C([O-])(=O)C.[Na+]. The catalyst is C(O)(=O)C.[Pd]. The product is [CH2:1]([O:3][C:4]([C:6]1[C:15](=[O:16])[C:14]2[C:9](=[CH:10][CH:11]=[CH:12][C:13]=2[O:17][CH3:18])[NH:8][CH:7]=1)=[O:5])[CH3:2]. The yield is 0.570.